Regression. Given a peptide amino acid sequence and an MHC pseudo amino acid sequence, predict their binding affinity value. This is MHC class I binding data. From a dataset of Peptide-MHC class I binding affinity with 185,985 pairs from IEDB/IMGT. The peptide sequence is IASMRRNYF. The MHC is HLA-B08:02 with pseudo-sequence HLA-B08:02. The binding affinity (normalized) is 0.288.